Dataset: Full USPTO retrosynthesis dataset with 1.9M reactions from patents (1976-2016). Task: Predict the reactants needed to synthesize the given product. (1) Given the product [NH2:13][C:3]1[C:2]([Br:1])=[C:6]([C:7]2[CH:12]=[CH:11][CH:10]=[CH:9][CH:8]=2)[N:5]([CH2:21][C:22]([N:24]2[CH2:25][CH2:26][N:27]([C:30]3[CH:35]=[CH:34][C:33]([F:36])=[CH:32][CH:31]=3)[CH2:28][CH2:29]2)=[O:23])[N:4]=1, predict the reactants needed to synthesize it. The reactants are: [Br:1][C:2]1[C:3]([NH2:13])=[N:4][NH:5][C:6]=1[C:7]1[CH:12]=[CH:11][CH:10]=[CH:9][CH:8]=1.C([O-])([O-])=O.[K+].[K+].Cl[CH2:21][C:22]([N:24]1[CH2:29][CH2:28][N:27]([C:30]2[CH:35]=[CH:34][C:33]([F:36])=[CH:32][CH:31]=2)[CH2:26][CH2:25]1)=[O:23].CN(C=O)C. (2) Given the product [CH3:1][C:2]1[CH:7]=[CH:6][C:5]([CH2:8][CH2:9][N:10]([C:13]2[CH:14]=[CH:15][C:16]([CH3:19])=[CH:17][CH:18]=2)[NH2:11])=[CH:4][N:3]=1, predict the reactants needed to synthesize it. The reactants are: [CH3:1][C:2]1[CH:7]=[CH:6][C:5]([CH2:8][CH2:9][N:10]([C:13]2[CH:18]=[CH:17][C:16]([CH3:19])=[CH:15][CH:14]=2)[N:11]=O)=[CH:4][N:3]=1.S([O-])([O-])(=O)=S.[Na+].[Na+]. (3) Given the product [CH3:16][NH:15][S:2]([C:5]1[CH:6]=[C:7]2[C:11](=[CH:12][CH:13]=1)[NH:10][C:9](=[O:14])[CH2:8]2)(=[O:4])=[O:3], predict the reactants needed to synthesize it. The reactants are: Cl[S:2]([C:5]1[CH:6]=[C:7]2[C:11](=[CH:12][CH:13]=1)[NH:10][C:9](=[O:14])[CH2:8]2)(=[O:4])=[O:3].[NH:15]1C2C(=CC=CC=2)C[C:16]1=O. (4) Given the product [Cl:1][C:2]1[CH:7]=[C:6]([O:8][CH2:9][C:10]2[C:11]([C:18]3[C:19]([Cl:25])=[CH:20][CH:21]=[CH:22][C:23]=3[Cl:24])=[N:12][O:13][C:14]=2[CH:15]([CH3:17])[CH3:16])[CH:5]=[CH:4][C:3]=1[NH:26][C:27]([C:29]1[CH:30]=[CH:31][C:32]([C:33]([OH:35])=[O:34])=[CH:37][CH:38]=1)=[O:28], predict the reactants needed to synthesize it. The reactants are: [Cl:1][C:2]1[CH:7]=[C:6]([O:8][CH2:9][C:10]2[C:11]([C:18]3[C:23]([Cl:24])=[CH:22][CH:21]=[CH:20][C:19]=3[Cl:25])=[N:12][O:13][C:14]=2[CH:15]([CH3:17])[CH3:16])[CH:5]=[CH:4][C:3]=1[NH:26][C:27]([C:29]1[CH:38]=[CH:37][C:32]([C:33]([O:35]C)=[O:34])=[CH:31][CH:30]=1)=[O:28].[OH-].[Li+].